Dataset: Forward reaction prediction with 1.9M reactions from USPTO patents (1976-2016). Task: Predict the product of the given reaction. (1) Given the reactants [C:1]([NH:4][C:5]1[N:10]=[CH:9][C:8]([NH:11][C:12](=[O:24])[C:13]2[C:18]([F:19])=[CH:17][CH:16]=[C:15]([N+:20]([O-])=O)[C:14]=2[F:23])=[CH:7][CH:6]=1)(=[O:3])[CH3:2], predict the reaction product. The product is: [C:1]([NH:4][C:5]1[N:10]=[CH:9][C:8]([NH:11][C:12](=[O:24])[C:13]2[C:18]([F:19])=[CH:17][CH:16]=[C:15]([NH2:20])[C:14]=2[F:23])=[CH:7][CH:6]=1)(=[O:3])[CH3:2]. (2) Given the reactants [NH:1]([C:8]1[CH:9]=[C:10]([CH:25]=[CH:26][CH:27]=1)[CH2:11][O:12][C:13]1[CH:18]=[CH:17][C:16]([CH2:19][CH2:20][C:21]([O:23]C)=[O:22])=[CH:15][CH:14]=1)[C:2]1[CH:7]=[CH:6][CH:5]=[CH:4][CH:3]=1.[CH2:28](Br)[C:29]1[CH:34]=[CH:33][CH:32]=[CH:31][CH:30]=1, predict the reaction product. The product is: [CH2:28]([N:1]([C:2]1[CH:7]=[CH:6][CH:5]=[CH:4][CH:3]=1)[C:8]1[CH:9]=[C:10]([CH:25]=[CH:26][CH:27]=1)[CH2:11][O:12][C:13]1[CH:14]=[CH:15][C:16]([CH2:19][CH2:20][C:21]([OH:23])=[O:22])=[CH:17][CH:18]=1)[C:29]1[CH:34]=[CH:33][CH:32]=[CH:31][CH:30]=1. (3) Given the reactants [Cl:1][C:2]1[CH:7]=[CH:6][C:5]([C:8]2[O:9][C:10]3[C:11](=[C:13]([C:17](O)=[O:18])[CH:14]=[CH:15][CH:16]=3)[N:12]=2)=[C:4]([O:20][CH3:21])[CH:3]=1.Cl.C(N=C=NCCCN(C)C)C.ON1C2C=CC=CC=2N=N1.Cl.Cl.[NH2:46][CH:47]1[CH2:54][CH:53]2[N:55]([CH3:56])[CH:49]([CH2:50][CH2:51][CH2:52]2)[CH2:48]1.C(N(CC)CC)C, predict the reaction product. The product is: [CH3:56][N:55]1[CH:49]2[CH2:50][CH2:51][CH2:52][CH:53]1[CH2:54][CH:47]([NH:46][C:17]([C:13]1[CH:14]=[CH:15][CH:16]=[C:10]3[O:9][C:8]([C:5]4[CH:6]=[CH:7][C:2]([Cl:1])=[CH:3][C:4]=4[O:20][CH3:21])=[N:12][C:11]=13)=[O:18])[CH2:48]2. (4) Given the reactants [C:1]([O:5][C:6]([NH:8][CH2:9][C:10]1[CH:11]=[C:12]([CH:16]=[C:17]([Cl:20])[C:18]=1[F:19])[C:13]([OH:15])=[O:14])=[O:7])([CH3:4])([CH3:3])[CH3:2].CO.[CH3:23][Si](C=[N+]=[N-])(C)C, predict the reaction product. The product is: [CH3:23][O:14][C:13](=[O:15])[C:12]1[CH:16]=[C:17]([Cl:20])[C:18]([F:19])=[C:10]([CH2:9][NH:8][C:6]([O:5][C:1]([CH3:4])([CH3:2])[CH3:3])=[O:7])[CH:11]=1. (5) Given the reactants [Cl:1][C:2]1[CH:19]=[CH:18][C:5]([CH2:6][CH2:7][NH:8][C:9](=[O:17])[C:10]2[CH:15]=[CH:14][C:13]([OH:16])=[CH:12][CH:11]=2)=[CH:4][CH:3]=1.C([O-])([O-])=O.[K+].[K+].[CH:26]1([C:29]2[CH:30]=[C:31]([CH:34]=[CH:35][C:36]=2F)[CH:32]=[O:33])[CH2:28][CH2:27]1, predict the reaction product. The product is: [Cl:1][C:2]1[CH:3]=[CH:4][C:5]([CH2:6][CH2:7][NH:8][C:9](=[O:17])[C:10]2[CH:15]=[CH:14][C:13]([O:16][C:36]3[CH:35]=[CH:34][C:31]([CH:32]=[O:33])=[CH:30][C:29]=3[CH:26]3[CH2:27][CH2:28]3)=[CH:12][CH:11]=2)=[CH:18][CH:19]=1. (6) Given the reactants [CH3:1][C:2]1([CH:18]2[CH2:23][CH2:22][CH2:21][CH2:20][CH:19]2[CH3:24])[NH:6][C:5](=[O:7])[N:4]([CH2:8][C:9](=[O:16])[C:10]2[CH:15]=[CH:14][CH:13]=[CH:12][CH:11]=2)[C:3]1=[O:17].[CH3:25]I, predict the reaction product. The product is: [CH3:25][N:6]1[C:2]([CH3:1])([CH:18]2[CH2:23][CH2:22][CH2:21][CH2:20][CH:19]2[CH3:24])[C:3](=[O:17])[N:4]([CH2:8][C:9](=[O:16])[C:10]2[CH:11]=[CH:12][CH:13]=[CH:14][CH:15]=2)[C:5]1=[O:7].